This data is from Full USPTO retrosynthesis dataset with 1.9M reactions from patents (1976-2016). The task is: Predict the reactants needed to synthesize the given product. (1) Given the product [C:36]([C:26]1[CH:25]=[C:24]([CH2:23][O:22][C:18]2[CH:17]=[C:16]3[C:21](=[CH:20][CH:19]=2)[N:13]([C:11](=[O:12])[CH2:10][NH:9][CH2:8][CH2:7][C:6]([OH:45])=[O:5])[CH2:14][CH2:15]3)[CH:29]=[CH:28][C:27]=1[CH:30]1[CH2:35][CH2:34][CH2:33][CH2:32][CH2:31]1)#[N:37], predict the reactants needed to synthesize it. The reactants are: C([O:5][C:6](=[O:45])[CH2:7][CH2:8][N:9](C(OC(C)(C)C)=O)[CH2:10][C:11]([N:13]1[C:21]2[C:16](=[CH:17][C:18]([O:22][CH2:23][C:24]3[CH:29]=[CH:28][C:27]([CH:30]4[CH2:35][CH2:34][CH2:33][CH2:32][CH2:31]4)=[C:26]([C:36]#[N:37])[CH:25]=3)=[CH:19][CH:20]=2)[CH2:15][CH2:14]1)=[O:12])(C)(C)C. (2) Given the product [CH3:14][O:15][C:16]([C:18]1[CH:22]=[CH:21][O:20][C:19]=1[CH2:23][O:10][C:9]1[C:8]([O:11][CH2:12][CH3:13])=[CH:7][C:4]([CH:5]=[O:6])=[CH:3][C:2]=1[Br:1])=[O:17], predict the reactants needed to synthesize it. The reactants are: [Br:1][C:2]1[CH:3]=[C:4]([CH:7]=[C:8]([O:11][CH2:12][CH3:13])[C:9]=1[OH:10])[CH:5]=[O:6].[CH3:14][O:15][C:16]([C:18]1[CH:22]=[CH:21][O:20][C:19]=1[CH2:23]Br)=[O:17]. (3) Given the product [CH3:21][O:22][C:23](=[O:26])[CH:24]=[CH:25][O:1][NH:2][C:3](=[NH:13])[CH2:4][O:5][CH2:6][CH2:7][O:8][CH2:9][CH2:10][O:11][CH3:12], predict the reactants needed to synthesize it. The reactants are: [OH:1][NH:2][C:3](=[NH:13])[CH2:4][O:5][CH2:6][CH2:7][O:8][CH2:9][CH2:10][O:11][CH3:12].CCN(CC)CC.[CH3:21][O:22][C:23](=[O:26])[C:24]#[CH:25]. (4) Given the product [Br:1][C:2]1[C:3]([F:12])=[C:4]2[C:10]([NH:11][C:18](=[O:19])[C:17]3[CH:21]=[CH:22][CH:23]=[C:15]([O:14][CH3:13])[CH:16]=3)=[CH:9][NH:8][C:5]2=[N:6][CH:7]=1, predict the reactants needed to synthesize it. The reactants are: [Br:1][C:2]1[C:3]([F:12])=[C:4]2[C:10]([NH2:11])=[CH:9][NH:8][C:5]2=[N:6][CH:7]=1.[CH3:13][O:14][C:15]1[CH:16]=[C:17]([CH:21]=[CH:22][CH:23]=1)[C:18](Cl)=[O:19].C(N(CC)CC)C.[Li+].[OH-].